Dataset: Retrosynthesis with 50K atom-mapped reactions and 10 reaction types from USPTO. Task: Predict the reactants needed to synthesize the given product. Given the product O=C(O)c1ccc(-c2ccn[nH]2)cc1, predict the reactants needed to synthesize it. The reactants are: CI.CO.